Dataset: Full USPTO retrosynthesis dataset with 1.9M reactions from patents (1976-2016). Task: Predict the reactants needed to synthesize the given product. (1) Given the product [CH3:1][O:2][C:3]1[C:4]([CH3:25])=[C:5]([C:16]([O:23][CH3:24])=[C:17]([O:21][CH3:22])[C:18]=1[O:19][CH3:20])[CH2:6][C:7]1[CH:14]=[CH:13][C:10]([CH:11]=[O:12])=[C:9]([O:15][CH2:32][C:33]2[CH:38]=[CH:37][CH:36]=[CH:35][CH:34]=2)[CH:8]=1, predict the reactants needed to synthesize it. The reactants are: [CH3:1][O:2][C:3]1[C:4]([CH3:25])=[C:5]([C:16]([O:23][CH3:24])=[C:17]([O:21][CH3:22])[C:18]=1[O:19][CH3:20])[CH2:6][C:7]1[CH:14]=[CH:13][C:10]([CH:11]=[O:12])=[C:9]([OH:15])[CH:8]=1.C(=O)([O-])[O-].[Na+].[Na+].[CH2:32](Br)[C:33]1[CH:38]=[CH:37][CH:36]=[CH:35][CH:34]=1. (2) Given the product [Cl:1][C:2]1[CH:3]=[N+:4]([O-:27])[CH:5]=[C:6]([Cl:26])[C:7]=1[CH2:8][C@@H:9]([C:11]1[CH:16]=[CH:15][C:14]([O:17][CH:18]([F:20])[F:19])=[C:13]([O:21][CH2:22][CH:23]2[CH2:25][CH2:24]2)[CH:12]=1)[O:10][C:42](=[O:43])[CH2:41][N:36]([C:33]1[CH:34]=[CH:35][C:30]([S:29][CH3:28])=[CH:31][CH:32]=1)[S:37]([CH3:40])(=[O:38])=[O:39], predict the reactants needed to synthesize it. The reactants are: [Cl:1][C:2]1[CH:3]=[N+:4]([O-:27])[CH:5]=[C:6]([Cl:26])[C:7]=1[CH2:8][C@@H:9]([C:11]1[CH:16]=[CH:15][C:14]([O:17][CH:18]([F:20])[F:19])=[C:13]([O:21][CH2:22][CH:23]2[CH2:25][CH2:24]2)[CH:12]=1)[OH:10].[CH3:28][S:29][C:30]1[CH:35]=[CH:34][C:33]([N:36]([CH2:41][C:42](O)=[O:43])[S:37]([CH3:40])(=[O:39])=[O:38])=[CH:32][CH:31]=1.C(Cl)CCl. (3) Given the product [CH3:16][C:15]([O:14][C:12]([N:4]1[CH:5]=[C:6]([C:7]([OH:9])=[O:8])[C:2]([CH3:1])=[N:3]1)=[O:13])([CH3:18])[CH3:17], predict the reactants needed to synthesize it. The reactants are: [CH3:1][C:2]1[C:6]([C:7]([OH:9])=[O:8])=[CH:5][NH:4][N:3]=1.[H-].[Na+].[C:12](O[C:12]([O:14][C:15]([CH3:18])([CH3:17])[CH3:16])=[O:13])([O:14][C:15]([CH3:18])([CH3:17])[CH3:16])=[O:13]. (4) Given the product [F:1][C:2]1[CH:3]=[C:4]([NH:8][CH2:9][CH2:10][OH:11])[CH:5]=[CH:6][CH:7]=1, predict the reactants needed to synthesize it. The reactants are: [F:1][C:2]1[CH:3]=[C:4]([NH:8][CH2:9][C:10](O)=[O:11])[CH:5]=[CH:6][CH:7]=1.[BH4-].[Na+].II. (5) Given the product [Cl:1][C:2]1[C:11]2[C:6](=[CH:7][CH:8]=[C:9]([C:12]([C:14]3[N:18]([CH3:19])[C:17]([CH3:20])=[N:16][CH:15]=3)=[O:13])[CH:10]=2)[N:5]=[C:4]([O:21][CH3:22])[C:3]=1[CH2:23][C:24]1[CH:25]=[CH:26][C:27]([C:30]([F:32])([F:31])[F:33])=[CH:28][CH:29]=1, predict the reactants needed to synthesize it. The reactants are: [Cl:1][C:2]1[C:11]2[C:6](=[CH:7][CH:8]=[C:9]([CH:12]([C:14]3[N:18]([CH3:19])[C:17]([CH3:20])=[N:16][CH:15]=3)[OH:13])[CH:10]=2)[N:5]=[C:4]([O:21][CH3:22])[C:3]=1[CH2:23][C:24]1[CH:29]=[CH:28][C:27]([C:30]([F:33])([F:32])[F:31])=[CH:26][CH:25]=1.[Al]. (6) Given the product [CH3:14][N:15]1[CH:19]=[C:18]([C:2]2[CH:3]=[C:4]3[C:8](=[CH:9][CH:10]=2)[N:7]=[CH:6][C:5]23[CH2:13][CH2:12][CH2:11]2)[CH:17]=[N:16]1, predict the reactants needed to synthesize it. The reactants are: Br[C:2]1[CH:3]=[C:4]2[C:8](=[CH:9][CH:10]=1)[N:7]=[CH:6][C:5]12[CH2:13][CH2:12][CH2:11]1.[CH3:14][N:15]1[CH:19]=[C:18](B2OC(C)(C)C(C)(C)O2)[CH:17]=[N:16]1.C([O-])([O-])=O.[K+].[K+].O. (7) Given the product [NH2:1][C:2]1[N:7]=[CH:6][N:5]=[C:4]([NH:8][C@H:9]([C:11]2[N:16]([C:17]3[CH:22]=[CH:21][CH:20]=[CH:19][CH:18]=3)[C:15](=[O:23])[C:14]3=[C:24]([CH3:27])[CH:25]=[CH:26][N:13]3[N:12]=2)[CH3:10])[C:3]=1[S:28][C:29]1[CH:34]=[CH:33][C:32]([OH:35])=[C:31]([F:37])[CH:30]=1, predict the reactants needed to synthesize it. The reactants are: [NH2:1][C:2]1[N:7]=[CH:6][N:5]=[C:4]([NH:8][C@H:9]([C:11]2[N:16]([C:17]3[CH:22]=[CH:21][CH:20]=[CH:19][CH:18]=3)[C:15](=[O:23])[C:14]3=[C:24]([CH3:27])[CH:25]=[CH:26][N:13]3[N:12]=2)[CH3:10])[C:3]=1[S:28][C:29]1[CH:34]=[CH:33][C:32]([O:35]C)=[C:31]([F:37])[CH:30]=1.B(Br)(Br)Br.